The task is: Predict the product of the given reaction.. This data is from Forward reaction prediction with 1.9M reactions from USPTO patents (1976-2016). (1) The product is: [O:1]1[CH2:5][CH2:4][O:3][CH:2]1[CH2:6][CH2:7][C:8]1[CH:13]=[C:12]([F:14])[C:11]([C:20]2[CH:27]=[CH:26][C:23]([C:24]#[N:25])=[CH:22][CH:21]=2)=[C:10]([F:18])[CH:9]=1. Given the reactants [O:1]1[CH2:5][CH2:4][O:3][CH:2]1[CH2:6][CH2:7][C:8]1[CH:13]=[C:12]([F:14])[C:11](B(O)O)=[C:10]([F:18])[CH:9]=1.Br[C:20]1[CH:27]=[CH:26][C:23]([C:24]#[N:25])=[CH:22][CH:21]=1.C(N(CC)CC)C.C1(P(C2C=CC=CC=2)C2C=CC=CC=2)C=CC=CC=1, predict the reaction product. (2) Given the reactants C(OC(=O)[NH:7][C:8]1[CH:13]=[CH:12][C:11]([C:14]2[S:15][CH:16]=[CH:17][CH:18]=2)=[CH:10][C:9]=1[NH:19][C:20](=[O:33])[C:21]1[CH:26]=[CH:25][C:24]([CH:27]([OH:32])[C:28](=[O:31])[NH:29][CH3:30])=[CH:23][CH:22]=1)(C)(C)C.FC(F)(F)C(O)=O.C([O-])(O)=O.[Na+], predict the reaction product. The product is: [NH2:7][C:8]1[CH:13]=[CH:12][C:11]([C:14]2[S:15][CH:16]=[CH:17][CH:18]=2)=[CH:10][C:9]=1[NH:19][C:20](=[O:33])[C:21]1[CH:26]=[CH:25][C:24]([CH:27]([OH:32])[C:28](=[O:31])[NH:29][CH3:30])=[CH:23][CH:22]=1. (3) Given the reactants C(Cl)(Cl)[Cl:2].C1(P(C2C=CC=CC=2)C2C=CC=CC=2)C=CC=CC=1.[F:24][C:25]1[CH:30]=[CH:29][C:28]([NH:31][C:32]2[N:33]([CH3:54])[C:34]3[C:43]4[C:42](=[O:44])[NH:41][C:40]([CH:45](OC(=O)C)[CH:46]=[CH2:47])=[C:39]([CH3:52])[C:38]=4[CH:37]=[CH:36][C:35]=3[N:53]=2)=[C:27]([CH3:55])[CH:26]=1.[C:56]1([P:62]2(=[O:68])[CH2:67][CH2:66][NH:65][CH2:64][CH2:63]2)[CH:61]=[CH:60][CH:59]=[CH:58][CH:57]=1, predict the reaction product. The product is: [ClH:2].[F:24][C:25]1[CH:30]=[CH:29][C:28]([NH:31][C:32]2[N:33]([CH3:54])[C:34]3[C:43]4[C:42](=[O:44])[NH:41][C:40]([CH:45]=[CH:46][CH2:47][N:65]5[CH2:64][CH2:63][P:62](=[O:68])([C:56]6[CH:61]=[CH:60][CH:59]=[CH:58][CH:57]=6)[CH2:67][CH2:66]5)=[C:39]([CH3:52])[C:38]=4[CH:37]=[CH:36][C:35]=3[N:53]=2)=[C:27]([CH3:55])[CH:26]=1.